Dataset: Full USPTO retrosynthesis dataset with 1.9M reactions from patents (1976-2016). Task: Predict the reactants needed to synthesize the given product. (1) Given the product [CH3:35][CH:36]([CH3:72])[C@H:37]([N:42]1[CH2:50][C:49]2[C:44](=[CH:45][CH:46]=[C:47]([C:51]3[CH:52]=[CH:53][C:54]([NH:57][C:58]([NH:60][C:61]4[CH:66]=[CH:65][CH:64]=[CH:63][C:62]=4[C:67]([F:69])([F:70])[F:68])=[S:59])=[CH:55][CH:56]=3)[CH:48]=2)[C:43]1=[O:71])[C:38]([OH:40])=[O:39], predict the reactants needed to synthesize it. The reactants are: FC1C=CC=CC=1NC(=S)NC1C=CC(C2C=C3C(=CC=2)C(=O)N([C@@H](C(C)C)C(O)=O)C3)=CC=1.[CH3:35][CH:36]([CH3:72])[C@H:37]([N:42]1[CH2:50][C:49]2[C:44](=[CH:45][CH:46]=[C:47]([C:51]3[CH:56]=[CH:55][C:54]([NH:57][C:58]([NH:60][C:61]4[CH:66]=[CH:65][CH:64]=[CH:63][C:62]=4[C:67]([F:70])([F:69])[F:68])=[S:59])=[CH:53][CH:52]=3)[CH:48]=2)[C:43]1=[O:71])[C:38]([O:40]C)=[O:39]. (2) Given the product [Cl:11][C:4]1[CH:3]=[C:2]([NH:19][CH2:18][C:14]2[CH:13]=[N:12][CH:17]=[CH:16][CH:15]=2)[C:7]([C:8]([NH2:10])=[O:9])=[CH:6][N:5]=1, predict the reactants needed to synthesize it. The reactants are: Cl[C:2]1[C:7]([C:8]([NH2:10])=[O:9])=[CH:6][N:5]=[C:4]([Cl:11])[CH:3]=1.[N:12]1[CH:17]=[CH:16][CH:15]=[C:14]([CH2:18][NH2:19])[CH:13]=1.CCN(C(C)C)C(C)C. (3) Given the product [CH2:13]([N:8]([CH2:1][C:2]1[CH:3]=[CH:4][CH:5]=[CH:6][CH:7]=1)[C:9]([CH:10]1[CH2:2][CH2:1][N:8]([CH:9]([C:22]2[CH:21]=[CH:6][CH:5]=[CH:4][CH:3]=2)[CH3:10])[CH2:11]1)=[O:12])[C:14]1[CH:19]=[CH:18][CH:17]=[CH:16][CH:15]=1, predict the reactants needed to synthesize it. The reactants are: [CH2:1]([N:8]([CH2:13][C:14]1[CH:19]=[CH:18][CH:17]=[CH:16][CH:15]=1)[C:9](=[O:12])[CH:10]=[CH2:11])[C:2]1[CH:7]=[CH:6][CH:5]=[CH:4][CH:3]=1.F[C:21](F)(F)[C:22](O)=O. (4) Given the product [C:1]([O:5][C:6]([N:8]1[CH2:9][CH2:10][CH:11]([CH2:14][C:15]2[CH:20]=[C:19]([O:21][CH3:22])[CH:18]=[CH:17][C:16]=2[Br:23])[CH2:12][CH2:13]1)=[O:7])([CH3:3])([CH3:4])[CH3:2], predict the reactants needed to synthesize it. The reactants are: [C:1]([O:5][C:6]([N:8]1[CH2:13][CH2:12][C:11](=[CH:14][C:15]2[CH:20]=[C:19]([O:21][CH3:22])[CH:18]=[CH:17][C:16]=2[Br:23])[CH2:10][CH2:9]1)=[O:7])([CH3:4])([CH3:3])[CH3:2].C(OCC)(=O)C. (5) Given the product [O:1]1[CH:5]=[CH:4][C:3]([CH:6]([C:8]2[NH:16][C:11]3=[CH:12][N:13]=[CH:14][CH:15]=[C:10]3[CH:9]=2)[OH:7])=[CH:2]1, predict the reactants needed to synthesize it. The reactants are: [O:1]1[CH:5]=[CH:4][C:3]([CH:6]([C:8]2[N:16](S(C3C=CC=CC=3)(=O)=O)[C:11]3=[CH:12][N:13]=[CH:14][CH:15]=[C:10]3[CH:9]=2)[OH:7])=[CH:2]1.[OH-].[Na+]. (6) The reactants are: [CH3:1][C:2]1[CH:7]=[C:6]([C:8]2[CH:13]=[CH:12][CH:11]=[CH:10][CH:9]=2)[N:5]=[N:4][C:3]=1[N:14]1[CH2:19][CH2:18][N:17]([C:20]2[N:25]=[CH:24][CH:23]=[CH:22][N:21]=2)[CH2:16][CH2:15]1.[ClH:26]. Given the product [ClH:26].[ClH:26].[CH3:1][C:2]1[CH:7]=[C:6]([C:8]2[CH:13]=[CH:12][CH:11]=[CH:10][CH:9]=2)[N:5]=[N:4][C:3]=1[N:14]1[CH2:15][CH2:16][N:17]([C:20]2[N:25]=[CH:24][CH:23]=[CH:22][N:21]=2)[CH2:18][CH2:19]1, predict the reactants needed to synthesize it. (7) Given the product [CH2:1]([N:8]1[CH2:11][CH2:10][CH:9]1[C:12]([NH:16][C@H:17]([C:19]1[CH:28]=[CH:27][C:22]([C:23]([O:25][CH3:26])=[O:24])=[CH:21][CH:20]=1)[CH3:18])=[O:14])[C:2]1[CH:3]=[CH:4][CH:5]=[CH:6][CH:7]=1, predict the reactants needed to synthesize it. The reactants are: [CH2:1]([N:8]1[CH2:11][CH2:10][CH:9]1[C:12]([OH:14])=O)[C:2]1[CH:7]=[CH:6][CH:5]=[CH:4][CH:3]=1.Cl.[NH2:16][C@H:17]([C:19]1[CH:28]=[CH:27][C:22]([C:23]([O:25][CH3:26])=[O:24])=[CH:21][CH:20]=1)[CH3:18].